Dataset: Reaction yield outcomes from USPTO patents with 853,638 reactions. Task: Predict the reaction yield, written as a fraction of the theoretical maximum amount of product (1.0 means a 100% yield; for example, 0.34 means a 34% yield). The reactants are Cl.[CH2:2]([O:9][C:10]([N:12]1[CH2:17][CH2:16][CH:15]([NH:18][C:19]2[CH:24]=[CH:23][C:22]([C:25]([NH:27][CH3:28])=[O:26])=[CH:21][CH:20]=2)[CH2:14][CH2:13]1)=[O:11])[C:3]1[CH:8]=[CH:7][CH:6]=[CH:5][CH:4]=1.N1C=CC=CC=1.C(OCC)(=O)C.[Cl:41][CH2:42][C:43](Cl)=[O:44]. The catalyst is O. The product is [CH2:2]([O:9][C:10]([N:12]1[CH2:17][CH2:16][CH:15]([N:18]([C:43](=[O:44])[CH2:42][Cl:41])[C:19]2[CH:24]=[CH:23][C:22]([C:25]([NH:27][CH3:28])=[O:26])=[CH:21][CH:20]=2)[CH2:14][CH2:13]1)=[O:11])[C:3]1[CH:8]=[CH:7][CH:6]=[CH:5][CH:4]=1. The yield is 1.00.